Dataset: Full USPTO retrosynthesis dataset with 1.9M reactions from patents (1976-2016). Task: Predict the reactants needed to synthesize the given product. (1) The reactants are: [Cl:1][C:2]1[C:3]([CH:8]([C:13]2[CH:22]=[C:21]3[C:16]([CH:17]=[CH:18][C:19]([C:23]4[CH:28]=[CH:27][CH:26]=[CH:25][CH:24]=4)=[N:20]3)=[CH:15][CH:14]=2)[NH:9][C:10](=O)[CH3:11])=[N:4][CH:5]=[CH:6][N:7]=1. Given the product [Cl:1][C:2]1[C:3]2[N:4]([C:10]([CH3:11])=[N:9][C:8]=2[C:13]2[CH:22]=[C:21]3[C:16]([CH:17]=[CH:18][C:19]([C:23]4[CH:28]=[CH:27][CH:26]=[CH:25][CH:24]=4)=[N:20]3)=[CH:15][CH:14]=2)[CH:5]=[CH:6][N:7]=1, predict the reactants needed to synthesize it. (2) Given the product [Br:11][CH2:12][CH2:13][CH2:14][CH2:15][CH2:16][O:8][C:5]1[C:6](=[O:7])[CH:1]=[C:2]([CH2:9][OH:10])[O:3][CH:4]=1, predict the reactants needed to synthesize it. The reactants are: [CH:1]1[C:6](=[O:7])[C:5]([OH:8])=[CH:4][O:3][C:2]=1[CH2:9][OH:10].[Br:11][CH2:12][CH2:13][CH2:14][CH2:15][CH2:16]Br.C(=O)([O-])[O-].[K+].[K+].[I-].[Na+]. (3) Given the product [CH3:1][C:2]1[C:3]([N:9]2[CH2:14][CH2:13][N:12]([C:15]([C:17]3[CH:22]=[CH:21][C:20]([N:31]4[C@H:30]([C:24]5[CH:29]=[CH:28][CH:27]=[CH:26][CH:25]=5)[CH2:34][CH2:33][S:32]4(=[O:35])=[O:36])=[CH:19][CH:18]=3)=[O:16])[CH2:11][CH2:10]2)=[N:4][CH:5]=[C:6]([CH3:8])[CH:7]=1, predict the reactants needed to synthesize it. The reactants are: [CH3:1][C:2]1[C:3]([N:9]2[CH2:14][CH2:13][N:12]([C:15]([C:17]3[CH:22]=[CH:21][C:20](I)=[CH:19][CH:18]=3)=[O:16])[CH2:11][CH2:10]2)=[N:4][CH:5]=[C:6]([CH3:8])[CH:7]=1.[C:24]1([C@@H:30]2[CH2:34][CH2:33][S:32](=[O:36])(=[O:35])[NH:31]2)[CH:29]=[CH:28][CH:27]=[CH:26][CH:25]=1.